This data is from Reaction yield outcomes from USPTO patents with 853,638 reactions. The task is: Predict the reaction yield, written as a fraction of the theoretical maximum amount of product (1.0 means a 100% yield; for example, 0.34 means a 34% yield). (1) The reactants are [CH2:1]([C:5]1[O:9][N:8]=[C:7]([C:10]([O:12][CH3:13])=[O:11])[CH:6]=1)[CH:2]([CH3:4])[CH3:3].[I:14]N1C(=O)CCC1=O. The catalyst is FC(F)(F)C(O)=O. The product is [I:14][C:6]1[C:7]([C:10]([O:12][CH3:13])=[O:11])=[N:8][O:9][C:5]=1[CH2:1][CH:2]([CH3:4])[CH3:3]. The yield is 0.780. (2) The yield is 0.570. The reactants are Cl[C:2]1[N:7]=[C:6]([NH:8][C:9]([C:11]2([C:14]3[CH:24]=[CH:23][C:17]4[O:18][C:19]([F:22])([F:21])[O:20][C:16]=4[CH:15]=3)[CH2:13][CH2:12]2)=[O:10])[CH:5]=[C:4]([CH3:25])[C:3]=1[CH3:26].[CH3:27][O:28][C:29]1[C:34](B(O)O)=[CH:33][C:32]([CH3:38])=[CH:31][N:30]=1.C([O-])([O-])=O.[Na+].[Na+]. The catalyst is COCCOC.C1C=CC([P]([Pd]([P](C2C=CC=CC=2)(C2C=CC=CC=2)C2C=CC=CC=2)([P](C2C=CC=CC=2)(C2C=CC=CC=2)C2C=CC=CC=2)[P](C2C=CC=CC=2)(C2C=CC=CC=2)C2C=CC=CC=2)(C2C=CC=CC=2)C2C=CC=CC=2)=CC=1. The product is [F:21][C:19]1([F:22])[O:18][C:17]2[CH:23]=[CH:24][C:14]([C:11]3([C:9]([NH:8][C:6]4[N:7]=[C:2]([C:34]5[C:29]([O:28][CH3:27])=[N:30][CH:31]=[C:32]([CH3:38])[CH:33]=5)[C:3]([CH3:26])=[C:4]([CH3:25])[CH:5]=4)=[O:10])[CH2:13][CH2:12]3)=[CH:15][C:16]=2[O:20]1. (3) The yield is 0.970. The product is [C:13]1([C:12]#[C:11][C:9]2[S:10][C:6]([C:4]([OH:5])=[O:3])=[CH:7][N:8]=2)[CH:18]=[CH:17][CH:16]=[CH:15][CH:14]=1. The catalyst is O. The reactants are C([O:3][C:4]([C:6]1[S:10][C:9]([C:11]#[C:12][C:13]2[CH:18]=[CH:17][CH:16]=[CH:15][CH:14]=2)=[N:8][CH:7]=1)=[O:5])C.[OH-].[Li+].O1CCCC1. (4) The reactants are Cl.Cl.[Cl:3][C:4]1[NH:5][C:6]([NH:13][CH2:14][C:15]2[S:16][CH:17]=[CH:18][N:19]=2)=[C:7]([F:12])[C:8](=[N:10][NH2:11])[N:9]=1.[CH:20]1([CH2:25][C@H:26]([CH2:30][N:31]([CH:39]=[O:40])[O:32][CH:33]2[CH2:38][CH2:37][CH2:36][CH2:35][O:34]2)[C:27](O)=[O:28])[CH2:24][CH2:23][CH2:22][CH2:21]1.CN1CCOCC1.C1C=NC2N(O)N=NC=2C=1.C(Cl)CCl. The catalyst is CN(C=O)C. The product is [Cl:3][C:4]1[N:9]=[C:8]([NH:10][NH:11][C:27](=[O:28])[C@H:26]([CH2:25][CH:20]2[CH2:21][CH2:22][CH2:23][CH2:24]2)[CH2:30][N:31]([O:32][CH:33]2[CH2:38][CH2:37][CH2:36][CH2:35][O:34]2)[CH:39]=[O:40])[C:7]([F:12])=[C:6]([NH:13][CH2:14][C:15]2[S:16][CH:17]=[CH:18][N:19]=2)[N:5]=1. The yield is 0.620.